This data is from Forward reaction prediction with 1.9M reactions from USPTO patents (1976-2016). The task is: Predict the product of the given reaction. (1) Given the reactants [C:1]1(=[O:7])[CH2:6][CH2:5][CH2:4][CH:3]=[CH:2]1.Br[CH:9]([C:15]([O:17][CH2:18][CH3:19])=[O:16])[C:10]([O:12][CH2:13][CH3:14])=[O:11].C[Si](Cl)(C)C, predict the reaction product. The product is: [O:7]=[C:1]1[CH2:6][CH2:5][CH2:4][CH:3]([CH:9]([C:10]([O:12][CH2:13][CH3:14])=[O:11])[C:15]([O:17][CH2:18][CH3:19])=[O:16])[CH2:2]1. (2) Given the reactants [CH2:1]([S:4]([O-:7])(=[O:6])=[O:5])[CH:2]=[CH2:3].[Na+].C(N([CH2:25][C:26]([OH:28])=[O:27])[CH2:25][C:26]([OH:28])=[O:27])CN([CH2:25][C:26]([OH:28])=[O:27])[CH2:25][C:26]([OH:28])=[O:27].[Na].[Na].[Na].[Na].C1(=O)[O:38][C:36](=[O:37])[CH:35]=C1, predict the reaction product. The product is: [C:36]([OH:38])(=[O:37])/[CH:35]=[CH:25]\[C:26]([OH:28])=[O:27].[CH2:1]([S:4]([OH:7])(=[O:6])=[O:5])[CH:2]=[CH2:3]. (3) The product is: [N:4]1[C:3]([CH2:2][N:17]([CH3:18])[CH2:16][C:15]([O:14][CH3:13])=[O:19])=[CH:11][N:6]2[CH:7]=[CH:8][CH:9]=[CH:10][C:5]=12. Given the reactants Cl[CH2:2][C:3]1[N:4]=[C:5]2[CH:10]=[CH:9][CH:8]=[CH:7][N:6]2[CH:11]=1.Cl.[CH3:13][O:14][C:15](=[O:19])[CH2:16][NH:17][CH3:18].C(N(CC)CC)C.[Na+].[Cl-], predict the reaction product. (4) Given the reactants [CH3:1][S:2]([C:5]1[CH:10]=[CH:9][C:8](B(O)O)=[CH:7][CH:6]=1)(=[O:4])=[O:3].Br[C:15]1[CH:20]=[CH:19][C:18]([C:21]2[O:22][CH:23]=[C:24]([CH2:26][N:27]3[CH2:31][CH2:30][CH2:29][CH:28]3[CH3:32])[N:25]=2)=[CH:17][CH:16]=1.Cl, predict the reaction product. The product is: [CH3:1][S:2]([C:5]1[CH:10]=[CH:9][C:8]([C:15]2[CH:20]=[CH:19][C:18]([C:21]3[O:22][CH:23]=[C:24]([CH2:26][N:27]4[CH2:31][CH2:30][CH2:29][CH:28]4[CH3:32])[N:25]=3)=[CH:17][CH:16]=2)=[CH:7][CH:6]=1)(=[O:4])=[O:3]. (5) Given the reactants [NH2:1][C:2]([N:4]([CH2:13][C:14]1[CH:19]=[CH:18][C:17]([CH3:20])=[CH:16][CH:15]=1)[NH:5]C(OC(C)(C)C)=O)=[O:3].ClCCl.[CH3:24][S:25]([OH:28])(=[O:27])=[O:26].O, predict the reaction product. The product is: [CH3:24][S:25]([OH:28])(=[O:27])=[O:26].[CH3:20][C:17]1[CH:18]=[CH:19][C:14]([CH2:13][N:4]([C:2]([NH2:1])=[O:3])[NH2:5])=[CH:15][CH:16]=1. (6) Given the reactants [OH:1][CH:2]1[CH2:7][CH2:6][O:5][CH2:4][CH2:3]1.C(NC(C)C)(C)C.[Li].[N:16]1([C:20]2[C:29]3[C:24](=[N:25][C:26](Cl)=[C:27]([Cl:30])[N:28]=3)[N:23]=[C:22]([Cl:32])[N:21]=2)[CH2:19][CH2:18][CH2:17]1.O, predict the reaction product. The product is: [N:16]1([C:20]2[C:29]3[C:24](=[N:25][C:26]([O:1][CH:2]4[CH2:7][CH2:6][O:5][CH2:4][CH2:3]4)=[C:27]([Cl:30])[N:28]=3)[N:23]=[C:22]([Cl:32])[N:21]=2)[CH2:19][CH2:18][CH2:17]1. (7) Given the reactants [CH3:1][O:2][C:3]([C:5]1[C@H](C2C=CC(F)=CC=2Cl)[N:7]=[C:8]([C:13]2[S:14][CH:15]=[CH:16][N:17]=2)[NH:9][C:10]=1[CH2:11][Br:12])=[O:4].[C:26](OCC)(=O)CC(C)=O.[Cl:35][C:36]1[C:43]([F:44])=[CH:42][CH:41]=[CH:40][C:37]=1[CH:38]=O.ClC1C=C(F)C=CC=1C=O, predict the reaction product. The product is: [Br:12][CH2:11][C:10]1[NH:9][C:8]([C:13]2[S:14][CH:15]=[CH:16][N:17]=2)=[N:7][C@@H:38]([C:37]2[CH:40]=[CH:41][CH:42]=[C:43]([F:44])[C:36]=2[Cl:35])[C:5]=1[C:3]([O:2][CH2:1][CH3:26])=[O:4].